This data is from Forward reaction prediction with 1.9M reactions from USPTO patents (1976-2016). The task is: Predict the product of the given reaction. (1) Given the reactants [Cl:1][C:2]1[CH:7]=[CH:6][CH:5]=[CH:4][C:3]=1[N:8]1[C:12](=[O:13])[C:11]([C:14]([O:16][CH2:17][CH3:18])=[O:15])=[CH:10][NH:9]1.F[C:20](F)(F)S(OC)(=O)=O, predict the reaction product. The product is: [Cl:1][C:2]1[CH:7]=[CH:6][CH:5]=[CH:4][C:3]=1[N:8]1[C:12](=[O:13])[C:11]([C:14]([O:16][CH2:17][CH3:18])=[O:15])=[CH:10][N:9]1[CH3:20]. (2) Given the reactants [F:1][C:2]([F:19])([F:18])[CH2:3][N:4]1[CH2:9][CH2:8][C:7]2([C:17]3[C:12](=[CH:13][CH:14]=[CH:15][CH:16]=3)[NH:11][CH2:10]2)[CH2:6][CH2:5]1.C(=O)([O-])[O-].[K+].[K+].[I-].[K+].Br[CH2:29][C:30]([O:32][C:33]([CH3:36])([CH3:35])[CH3:34])=[O:31], predict the reaction product. The product is: [C:33]([O:32][C:30](=[O:31])[CH2:29][N:11]1[C:12]2[C:17](=[CH:16][CH:15]=[CH:14][CH:13]=2)[C:7]2([CH2:8][CH2:9][N:4]([CH2:3][C:2]([F:1])([F:18])[F:19])[CH2:5][CH2:6]2)[CH2:10]1)([CH3:36])([CH3:35])[CH3:34]. (3) The product is: [C:28]1([C:6]2[CH:7]=[C:8]3[C:13](=[C:4]([C:2]([NH2:1])=[O:3])[CH:5]=2)[N:12]=[CH:11][N:10]=[C:9]3[NH:14][C@H:15]2[CH2:20][CH2:19][CH2:18][NH:17][CH2:16]2)[CH:29]=[CH:30][CH:31]=[CH:32][CH:33]=1. Given the reactants [NH2:1][C:2]([C:4]1[CH:5]=[C:6]([C:28]2[CH:33]=[CH:32][CH:31]=[CH:30][CH:29]=2)[CH:7]=[C:8]2[C:13]=1[N:12]=[CH:11][N:10]=[C:9]2[NH:14][C@H:15]1[CH2:20][CH2:19][CH2:18][N:17](C(OC(C)(C)C)=O)[CH2:16]1)=[O:3].Cl, predict the reaction product. (4) Given the reactants [C:1]([O:5][C:6]([NH:8][C@H:9]1[C@@H:13]([CH3:14])[CH2:12][N:11]([C:15]2[C:20]([F:21])=[CH:19][C:18]([C:22](=[O:29])[CH2:23][C:24]([O:26][CH2:27][CH3:28])=[O:25])=[C:17](F)[C:16]=2C)[CH2:10]1)=[O:7])([CH3:4])([CH3:3])[CH3:2].CO[CH:34](OC)[N:35]([CH3:37])C.[CH:40]1(N)C[CH2:41]1.[H-].[Na+].[Cl-].[NH4+], predict the reaction product. The product is: [C:1]([O:5][C:6]([NH:8][C@H:9]1[C@@H:13]([CH3:14])[CH2:12][N:11]([C:15]2[CH:16]=[C:17]3[C:18]([C:22](=[O:29])[C:23]([C:24]([O:26][CH2:27][CH3:28])=[O:25])=[CH:37][N:35]3[CH:34]3[CH2:41][CH2:40]3)=[CH:19][C:20]=2[F:21])[CH2:10]1)=[O:7])([CH3:3])([CH3:4])[CH3:2]. (5) The product is: [Cl:1][C:2]1[CH:3]=[C:4]([NH:9][C:10]2[S:14][C:13]([C:15]3[CH:16]=[C:17]([CH:21]([C:23]4[CH:28]=[CH:27][CH:26]=[C:25]([C:29]([F:30])([F:32])[F:31])[CH:24]=4)[S:33][CH2:34][CH2:35][C:36]([OH:38])=[O:37])[CH:18]=[CH:19][CH:20]=3)=[N:12][N:11]=2)[CH:5]=[CH:6][C:7]=1[Cl:8]. Given the reactants [Cl:1][C:2]1[CH:3]=[C:4]([NH:9][C:10]2[S:14][C:13]([C:15]3[CH:16]=[C:17]([CH:21]([C:23]4[CH:28]=[CH:27][CH:26]=[C:25]([C:29]([F:32])([F:31])[F:30])[CH:24]=4)O)[CH:18]=[CH:19][CH:20]=3)=[N:12][N:11]=2)[CH:5]=[CH:6][C:7]=1[Cl:8].[SH:33][CH2:34][CH2:35][C:36]([OH:38])=[O:37], predict the reaction product.